This data is from Orexin1 receptor HTS with 218,158 compounds and 233 confirmed actives. The task is: Binary Classification. Given a drug SMILES string, predict its activity (active/inactive) in a high-throughput screening assay against a specified biological target. (1) The drug is s1c(c(CC)cc1C(OCC(=O)N1N=C(CC1)c1ccccc1)=O)C. The result is 1 (active). (2) The compound is O1C(CN(CC1C)c1oc(nc1C#N)c1cc(OC)c(OC)cc1)C. The result is 0 (inactive). (3) The drug is S(=O)(=O)(N1CCN(CC1)C)c1ccc(NC(=O)c2ccc(OC)cc2)cc1. The result is 0 (inactive). (4) The drug is o1c2c(cc1C(=O)NCc1occc1)cccc2. The result is 0 (inactive).